Dataset: Catalyst prediction with 721,799 reactions and 888 catalyst types from USPTO. Task: Predict which catalyst facilitates the given reaction. (1) Reactant: [C:1]([O:5][C:6]([N:8]([CH3:32])[C@@H:9]([CH3:31])[C:10]([NH:12][C@@H:13]([CH:28]([CH3:30])[CH3:29])[C:14]([N:16]1[C:20]2=[N:21][CH:22]=[CH:23][CH:24]=[C:19]2[CH2:18][C@H:17]1[C:25]([OH:27])=O)=[O:15])=[O:11])=[O:7])([CH3:4])([CH3:3])[CH3:2].C(N(C(C)C)CC)(C)C.C1(P(Cl)(C2C=CC=CC=2)=O)C=CC=CC=1.[F:57][C:58]1[CH:64]=[CH:63][C:62]([CH3:65])=[CH:61][C:59]=1[NH2:60].OS([O-])(=O)=O.[K+]. Product: [F:57][C:58]1[CH:64]=[CH:63][C:62]([CH3:65])=[CH:61][C:59]=1[NH:60][C:25]([C@H:17]1[N:16]([C:14](=[O:15])[C@@H:13]([NH:12][C:10](=[O:11])[C@@H:9]([N:8]([CH3:32])[C:6](=[O:7])[O:5][C:1]([CH3:2])([CH3:4])[CH3:3])[CH3:31])[CH:28]([CH3:30])[CH3:29])[C:20]2=[N:21][CH:22]=[CH:23][CH:24]=[C:19]2[CH2:18]1)=[O:27]. The catalyst class is: 2. (2) Reactant: [F:1][C:2]1([F:48])[CH2:7][C@@H:6]([C:8]([O:10][CH3:11])=[O:9])[C@H:5]([C:12](=O)[CH:13]([C:33]2[CH:38]=[CH:37][C:36]([C:39]([N:41]3[CH2:46][CH2:45][O:44][CH2:43][CH2:42]3)=[O:40])=[CH:35][CH:34]=2)[N:14]([C:24](=[O:32])[C:25]([F:31])([F:30])[C:26]([F:29])([F:28])[F:27])C(=O)C(F)(F)C(F)(F)F)[CH2:4][CH2:3]1.C([O-])([O-])=O.[K+].[K+]. Product: [F:48][C:2]1([F:1])[CH2:7][C@@H:6]([C:8]([O:10][CH3:11])=[O:9])[C@H:5]([C:12]2[O:32][C:24]([C:25]([F:31])([F:30])[C:26]([F:29])([F:28])[F:27])=[N:14][C:13]=2[C:33]2[CH:38]=[CH:37][C:36]([C:39]([N:41]3[CH2:46][CH2:45][O:44][CH2:43][CH2:42]3)=[O:40])=[CH:35][CH:34]=2)[CH2:4][CH2:3]1. The catalyst class is: 5.